From a dataset of Full USPTO retrosynthesis dataset with 1.9M reactions from patents (1976-2016). Predict the reactants needed to synthesize the given product. Given the product [S:11]1[CH:12]=[C:8]([C:6]2[N:7]=[C:2]([NH:25][C:26]3[CH:35]=[C:34]4[C:29]([CH2:30][CH2:31][C:32](=[O:36])[NH:33]4)=[CH:28][CH:27]=3)[C:3]3[NH:15][N:14]=[CH:13][C:4]=3[N:5]=2)[N:9]=[CH:10]1, predict the reactants needed to synthesize it. The reactants are: Cl[C:2]1[C:3]2[C:4](=[CH:13][N:14](CC3C=CC(OC)=CC=3)[N:15]=2)[N:5]=[C:6]([C:8]2[N:9]=[CH:10][S:11][CH:12]=2)[N:7]=1.[NH2:25][C:26]1[CH:35]=[C:34]2[C:29]([CH2:30][CH2:31][C:32](=[O:36])[NH:33]2)=[CH:28][CH:27]=1.Cl.